Dataset: Full USPTO retrosynthesis dataset with 1.9M reactions from patents (1976-2016). Task: Predict the reactants needed to synthesize the given product. (1) Given the product [Cl:3][C:4]1[CH:37]=[CH:36][CH:35]=[CH:34][C:5]=1[CH2:6][N:7]1[C:15]2[C:14](=[O:16])[N:13]([CH3:17])[C:12](=[O:18])[N:11]([CH3:19])[C:10]=2[C:9]([F:2])=[C:8]1[N:20]1[CH2:25][CH2:24][CH2:23][C@@H:22]([NH:26][C:27](=[O:33])[O:28][C:29]([CH3:31])([CH3:32])[CH3:30])[CH2:21]1, predict the reactants needed to synthesize it. The reactants are: [Xe][F:2].[Cl:3][C:4]1[CH:37]=[CH:36][CH:35]=[CH:34][C:5]=1[CH2:6][N:7]1[C:15]2[C:14](=[O:16])[N:13]([CH3:17])[C:12](=[O:18])[N:11]([CH3:19])[C:10]=2[CH:9]=[C:8]1[N:20]1[CH2:25][CH2:24][CH2:23][C@@H:22]([NH:26][C:27](=[O:33])[O:28][C:29]([CH3:32])([CH3:31])[CH3:30])[CH2:21]1.C(=O)([O-])O.[Na+]. (2) Given the product [CH2:1]([C:8]1[CH:13]=[CH:12][C:11]([CH2:14][CH:15]([O:21][CH2:22][CH3:23])[C:16]([O:18][CH2:19][CH3:20])=[O:17])=[CH:10][C:9]=1[O:24][CH2:43][CH2:42][C:39]1[CH:38]=[CH:37][C:36]([O:35][S:32]([CH3:31])(=[O:33])=[O:34])=[CH:41][CH:40]=1)[C:2]1[CH:3]=[CH:4][CH:5]=[CH:6][CH:7]=1, predict the reactants needed to synthesize it. The reactants are: [CH2:1]([C:8]1[CH:13]=[CH:12][C:11]([CH2:14][CH:15]([O:21][CH2:22][CH3:23])[C:16]([O:18][CH2:19][CH3:20])=[O:17])=[CH:10][C:9]=1[OH:24])[C:2]1[CH:7]=[CH:6][CH:5]=[CH:4][CH:3]=1.C(=O)([O-])[O-].[K+].[K+].[CH3:31][S:32]([O:35][C:36]1[CH:41]=[CH:40][C:39]([CH2:42][CH2:43]CS([O-])(=O)=O)=[CH:38][CH:37]=1)(=[O:34])=[O:33]. (3) The reactants are: [Si]([O:8][CH2:9][CH2:10][N:11]1[CH2:16][CH2:15][CH:14]([N:17]2[CH:21]=[C:20]([C:22]3[CH:27]=[N:26][C:25]([NH2:28])=[C:24]4[O:29][C:30]([C:32]5[CH:41]=[CH:40][CH:39]=[C:38]6[C:33]=5[CH:34]=[CH:35][N:36]=[CH:37]6)=[CH:31][C:23]=34)[CH:19]=[N:18]2)[CH2:13][CH2:12]1)(C(C)(C)C)(C)C.[F-].C([N+](CCCC)(CCCC)CCCC)CCC. Given the product [NH2:28][C:25]1[N:26]=[CH:27][C:22]([C:20]2[CH:19]=[N:18][N:17]([CH:14]3[CH2:13][CH2:12][N:11]([CH2:10][CH2:9][OH:8])[CH2:16][CH2:15]3)[CH:21]=2)=[C:23]2[CH:31]=[C:30]([C:32]3[CH:41]=[CH:40][CH:39]=[C:38]4[C:33]=3[CH:34]=[CH:35][N:36]=[CH:37]4)[O:29][C:24]=12, predict the reactants needed to synthesize it. (4) The reactants are: [N:1]1([C:6]2[CH:40]=[CH:39][C:9]([CH2:10][C:11]3[C:12](Cl)=[N:13][C:14]4[C:19]([C:20]=3[Cl:21])=[CH:18][C:17]([C:22]([C:30]3[CH:35]=[CH:34][C:33]([Cl:36])=[CH:32][CH:31]=3)([C:24]3[N:28]([CH3:29])[CH:27]=[N:26][CH:25]=3)[OH:23])=[CH:16][C:15]=4[CH3:37])=[CH:8][CH:7]=2)[CH:5]=[CH:4][CH:3]=[N:2]1.[NH:41]1[CH2:44][CH2:43][CH2:42]1. Given the product [N:41]1([C:12]2[C:11]([CH2:10][C:9]3[CH:39]=[CH:40][C:6]([N:1]4[CH:5]=[CH:4][CH:3]=[N:2]4)=[CH:7][CH:8]=3)=[C:20]([Cl:21])[C:19]3[C:14](=[C:15]([CH3:37])[CH:16]=[C:17]([C:22]([C:30]4[CH:31]=[CH:32][C:33]([Cl:36])=[CH:34][CH:35]=4)([C:24]4[N:28]([CH3:29])[CH:27]=[N:26][CH:25]=4)[OH:23])[CH:18]=3)[N:13]=2)[CH2:44][CH2:43][CH2:42]1, predict the reactants needed to synthesize it. (5) Given the product [C:9]1([C:5]2[CH:4]=[CH:3][CH:8]=[CH:7][CH:6]=2)[CH:10]=[CH:11][CH:12]=[CH:13][C:14]=1[CH2:15][N:47]([CH2:48][C:49]([OH:51])=[O:50])[S:44]([C:39]1[CH:40]=[C:41]2[C:36](=[CH:37][CH:38]=1)[O:35][C:34]([CH3:56])([CH3:33])[CH2:43][CH2:42]2)(=[O:46])=[O:45], predict the reactants needed to synthesize it. The reactants are: BrC[C:3]1[CH:4]=[C:5]([C:9]2[CH:14]=[CH:13][CH:12]=[CH:11][CH:10]=2)[CH:6]=[CH:7][CH:8]=1.[CH3:15]CN(P1(N(C)CCCN1C)=NC(C)(C)C)CC.[CH3:33][C:34]1([CH3:56])[CH2:43][CH2:42][C:41]2[C:36](=[CH:37][CH:38]=[C:39]([S:44]([NH:47][CH2:48][C:49]([O:51]C(C)(C)C)=[O:50])(=[O:46])=[O:45])[CH:40]=2)[O:35]1.